Dataset: Full USPTO retrosynthesis dataset with 1.9M reactions from patents (1976-2016). Task: Predict the reactants needed to synthesize the given product. (1) The reactants are: [NH:1]1[CH2:10][CH2:9][C:8]2[C:3]3=[C:4]([C:11](=[O:13])[CH2:12][CH:2]13)[CH:5]=[CH:6][CH:7]=2.C=O.[C:16]([O-])(O)=O.[Na+]. Given the product [CH3:16][N:1]1[CH2:10][CH2:9][C:8]2[C:3]3=[C:4]([C:11](=[O:13])[CH2:12][CH:2]13)[CH:5]=[CH:6][CH:7]=2, predict the reactants needed to synthesize it. (2) Given the product [CH3:13][O:12][C:3]1[CH:4]=[C:5]([C:7]([O:9][CH2:10][CH3:11])=[O:8])[S:6][C:2]=1[N:1]([CH2:27][CH2:28][N:29]1[CH2:34][CH2:33][O:32][CH2:31][CH2:30]1)[S:15]([CH3:14])(=[O:17])=[O:16], predict the reactants needed to synthesize it. The reactants are: [NH2:1][C:2]1[S:6][C:5]([C:7]([O:9][CH2:10][CH3:11])=[O:8])=[CH:4][C:3]=1[O:12][CH3:13].[CH3:14][S:15](Cl)(=[O:17])=[O:16].C([O-])([O-])=O.[K+].[K+].Cl.Cl[CH2:27][CH2:28][N:29]1[CH2:34][CH2:33][O:32][CH2:31][CH2:30]1.